Predict the reactants needed to synthesize the given product. From a dataset of Full USPTO retrosynthesis dataset with 1.9M reactions from patents (1976-2016). (1) Given the product [CH2:9]([O:8][C:6]1[CH:7]=[C:2]([O:28][C:21]2[C:20]([Cl:19])=[CH:25][C:24]([F:26])=[CH:23][C:22]=2[Cl:27])[N:3]=[CH:4][N:5]=1)[C:10]#[C:11][CH3:12], predict the reactants needed to synthesize it. The reactants are: Cl[C:2]1[CH:7]=[C:6]([O:8][CH2:9][C:10]#[C:11][CH3:12])[N:5]=[CH:4][N:3]=1.C(=O)([O-])[O-].[K+].[K+].[Cl:19][C:20]1[CH:25]=[C:24]([F:26])[CH:23]=[C:22]([Cl:27])[C:21]=1[OH:28].[Cl-].[NH4+]. (2) Given the product [CH2:26]([O:25][C:23]([C:22]1[C:13]([CH:14]([F:16])[F:15])=[N:11][N:43]([C:37]2[CH:42]=[CH:41][CH:40]=[CH:39][CH:38]=2)[C:21]=1[C:20]([F:30])([F:29])[F:19])=[O:24])[CH3:27], predict the reactants needed to synthesize it. The reactants are: B(F)(F)F.CCOCC.C[N:11]([C:13](F)(F)[CH:14]([F:16])[F:15])C.[F:19][C:20]([F:30])([F:29])[C:21](=O)[CH2:22][C:23]([O:25][CH2:26][CH3:27])=[O:24].N1C=CC=CC=1.[C:37]1([NH:43]N)[CH:42]=[CH:41][CH:40]=[CH:39][CH:38]=1.